From a dataset of Full USPTO retrosynthesis dataset with 1.9M reactions from patents (1976-2016). Predict the reactants needed to synthesize the given product. (1) Given the product [Cl:14][C:15]1[CH:16]=[CH:17][C:18]2[N:19]([C:21]([C@H:24]([O:13][C:5]3[C:6]4[O:12][CH:11]=[CH:10][C:7]=4[CH:8]=[N:9][C:4]=3[NH2:1])[CH3:25])=[N:22][N:23]=2)[N:20]=1, predict the reactants needed to synthesize it. The reactants are: [N+:1]([C:4]1[N:9]=[CH:8][C:7]2[CH:10]=[CH:11][O:12][C:6]=2[C:5]=1[OH:13])([O-])=O.[Cl:14][C:15]1[CH:16]=[CH:17][C:18]2[N:19]([C:21]([C@@H:24](O)[CH3:25])=[N:22][N:23]=2)[N:20]=1.C1(P(C2C=CC=CC=2)C2C=CC=CC=2)C=CC=CC=1.N(C(OC(C)C)=O)=NC(OC(C)C)=O. (2) Given the product [CH3:1][O:2][C:3]1[CH:4]=[CH:5][C:6]([C@@H:9]2[C@@H:14]([O:15][CH2:16][C:17]3[CH:18]=[CH:19][C:20]4[O:25][CH2:24][CH2:23][N:22]([CH2:26][CH2:27][CH2:28][O:29][CH3:30])[C:21]=4[CH:31]=3)[CH2:13][N:12]([S:32]([C:35]3[CH:36]=[CH:37][C:38]([CH3:41])=[CH:39][CH:40]=3)(=[O:33])=[O:34])[C@@H:11]([CH2:42][C@@H:43]([CH:44]([CH3:46])[CH3:45])[C:52]#[N:54])[CH2:10]2)=[CH:7][CH:8]=1, predict the reactants needed to synthesize it. The reactants are: [CH3:1][O:2][C:3]1[CH:8]=[CH:7][C:6]([C@@H:9]2[C@@H:14]([O:15][CH2:16][C:17]3[CH:18]=[CH:19][C:20]4[O:25][CH2:24][CH2:23][N:22]([CH2:26][CH2:27][CH2:28][O:29][CH3:30])[C:21]=4[CH:31]=3)[CH2:13][N:12]([S:32]([C:35]3[CH:40]=[CH:39][C:38]([CH3:41])=[CH:37][CH:36]=3)(=[O:34])=[O:33])[C@@H:11]([CH2:42][C@@H:43](OS(C)(=O)=O)[CH:44]([CH3:46])[CH3:45])[CH2:10]2)=[CH:5][CH:4]=1.[C:52](#[N:54])C. (3) Given the product [CH2:55]([O:54][C:52](=[O:53])[CH2:51][C:2]1[C:10]2[O:9][CH:8]=[CH:7][C:6]=2[C:5]([O:11][CH2:12][CH2:13][O:14][CH:15]2[CH2:20][CH2:19][CH2:18][CH2:17][O:16]2)=[CH:4][CH:3]=1)[CH3:56], predict the reactants needed to synthesize it. The reactants are: Br[C:2]1[C:10]2[O:9][CH:8]=[CH:7][C:6]=2[C:5]([O:11][CH2:12][CH2:13][O:14][CH:15]2[CH2:20][CH2:19][CH2:18][CH2:17][O:16]2)=[CH:4][CH:3]=1.C1(P(C2CCCCC2)C2(N(C)C)CC=CC=C2C2C=CC=CC=2)CCCCC1.Br[Zn][CH2:51][C:52]([O:54][CH2:55][CH3:56])=[O:53]. (4) Given the product [CH3:1][O:2][C:3](=[O:42])/[C:4](/[NH:13][C:14](=[O:41])[C:15]1[C:20]([CH3:21])=[CH:19][C:18]([C:22]([NH:24][CH2:25][C:26]2[CH:31]=[CH:30][CH:29]=[C:28]([OH:32])[CH:27]=2)=[O:23])=[CH:17][C:16]=1[CH3:40])=[CH:5]/[C:6]1[S:10][C:9]([CH3:11])=[N:8][C:7]=1[CH3:12], predict the reactants needed to synthesize it. The reactants are: [CH3:1][O:2][C:3](=[O:42])/[C:4](/[NH:13][C:14](=[O:41])[C:15]1[C:20]([CH3:21])=[CH:19][C:18]([C:22]([NH:24][CH2:25][C:26]2[CH:31]=[CH:30][CH:29]=[C:28]([O:32][Si](C(C)(C)C)(C)C)[CH:27]=2)=[O:23])=[CH:17][C:16]=1[CH3:40])=[CH:5]/[C:6]1[S:10][C:9]([CH3:11])=[N:8][C:7]=1[CH3:12].[F-].C([N+](CCCC)(CCCC)CCCC)CCC. (5) Given the product [CH2:3]1[C:4]2[C:9](=[CH:8][CH:7]=[CH:6][CH:5]=2)[CH2:1][N:2]1[S:10]([C:13]1[CH:14]=[C:15]([CH:19]=[CH:20][C:21]=1[NH:22][CH3:23])[C:16]([NH:58][CH:61]1[C:38]([CH3:33])([CH3:49])[C@H:37]2[CH2:36][C@:35]1([CH3:34])[CH2:43][CH2:44]2)=[O:17])(=[O:12])=[O:11], predict the reactants needed to synthesize it. The reactants are: [CH2:1]1[C:9]2[C:4](=[CH:5][CH:6]=[CH:7][CH:8]=2)[CH2:3][N:2]1[S:10]([C:13]1[CH:14]=[C:15]([CH:19]=[CH:20][C:21]=1[NH:22][CH3:23])[C:16](O)=[O:17])(=[O:12])=[O:11].[CH:33]1(N=C=N[CH:33]2[CH2:38][CH2:37][CH2:36][CH2:35][CH2:34]2)[CH2:38][CH2:37][CH2:36][CH2:35][CH2:34]1.ON1[C:44]2C=CC=C[C:43]=2N=N1.[CH2:49](O)C(N)(CO)CO.C[N:58]([CH3:61])C=O. (6) The reactants are: [C:1]([O:5][CH3:6])(=[O:4])[CH:2]=[CH2:3].[CH3:7][N:8]1[CH2:13][CH2:12][NH:11][CH2:10][CH2:9]1. Given the product [CH3:7][N:8]1[CH2:13][CH2:12][N:11]([CH2:3][CH2:2][C:1]([O:5][CH3:6])=[O:4])[CH2:10][CH2:9]1, predict the reactants needed to synthesize it. (7) Given the product [CH2:1]([C:3]1[CH:8]=[CH:7][CH:6]=[C:5]([CH2:9][CH3:10])[C:4]=1[C:11]1[N:16]=[C:15]([CH:17]2[CH2:22][CH2:21][N:20]([CH2:23][C:24]([NH2:26])=[O:25])[CH2:19][CH2:18]2)[C:14]([CH2:27][O:28][C:29]2[CH:34]=[C:33]([CH:35]([CH3:37])[CH3:36])[CH:32]=[CH:31][C:30]=2[CH3:38])=[C:13]([CH3:39])[N:12]=1)[CH3:2], predict the reactants needed to synthesize it. The reactants are: [CH2:1]([C:3]1[CH:8]=[CH:7][CH:6]=[C:5]([CH2:9][CH3:10])[C:4]=1[C:11]1[N:16]=[C:15]([C:17]2[CH2:22][CH2:21][N:20]([CH2:23][C:24]([NH2:26])=[O:25])[CH2:19][CH:18]=2)[C:14]([CH2:27][O:28][C:29]2[CH:34]=[C:33]([CH:35]([CH3:37])[CH3:36])[CH:32]=[CH:31][C:30]=2[CH3:38])=[C:13]([CH3:39])[N:12]=1)[CH3:2].